This data is from Forward reaction prediction with 1.9M reactions from USPTO patents (1976-2016). The task is: Predict the product of the given reaction. (1) Given the reactants C([O:3][C:4]([C:6]1([NH:15][C:16](=[O:29])[C:17]2[CH:22]=[CH:21][CH:20]=[C:19]([CH3:23])[C:18]=2[CH2:24][CH2:25][CH2:26][CH2:27][CH3:28])[CH2:14][C:13]2[C:8](=[CH:9][CH:10]=[CH:11][CH:12]=2)[CH2:7]1)=[O:5])C.[OH-].[K+].O, predict the reaction product. The product is: [CH3:23][C:19]1[C:18]([CH2:24][CH2:25][CH2:26][CH2:27][CH3:28])=[C:17]([CH:22]=[CH:21][CH:20]=1)[C:16]([NH:15][C:6]1([C:4]([OH:5])=[O:3])[CH2:14][C:13]2[C:8](=[CH:9][CH:10]=[CH:11][CH:12]=2)[CH2:7]1)=[O:29]. (2) Given the reactants [NH:1]1[C:9]2[C:4](=[N:5][CH:6]=[CH:7][CH:8]=2)[CH:3]=[CH:2]1.[N+:10]([O-])([OH:12])=[O:11].OS(O)(=O)=O.C([O-])(O)=O.[Na+], predict the reaction product. The product is: [N+:10]([C:3]1[C:4]2=[N:5][CH:6]=[CH:7][CH:8]=[C:9]2[NH:1][CH:2]=1)([O-:12])=[O:11]. (3) Given the reactants [CH3:1][C:2]([CH:4]1[CH2:9][CH2:8][CH2:7][CH2:6][CH2:5]1)=O.C([O:14][CH:15](N(C)C)[N:16]([CH3:18])[CH3:17])(C)(C)C, predict the reaction product. The product is: [CH3:17][N:16]([C:15](/[CH:1]=[CH:2]/[CH:4]1[CH2:9][CH2:8][CH2:7][CH2:6][CH2:5]1)=[O:14])[CH3:18].